Dataset: Catalyst prediction with 721,799 reactions and 888 catalyst types from USPTO. Task: Predict which catalyst facilitates the given reaction. (1) Reactant: [Si:1]([O:8][C:9]1[CH:15]=[CH:14][C:12]([NH2:13])=[CH:11][CH:10]=1)([C:4]([CH3:7])([CH3:6])[CH3:5])([CH3:3])[CH3:2].Br[C:17]1[CH:18]=[N:19][N:20]([CH:22]2[CH2:25][O:24][CH2:23]2)[CH:21]=1. Product: [Si:1]([O:8][C:9]1[CH:15]=[CH:14][C:12]([NH:13][C:17]2[CH:18]=[N:19][N:20]([CH:22]3[CH2:25][O:24][CH2:23]3)[CH:21]=2)=[CH:11][CH:10]=1)([C:4]([CH3:7])([CH3:6])[CH3:5])([CH3:3])[CH3:2]. The catalyst class is: 7. (2) Reactant: [H-].C([Al+]CC(C)C)C(C)C.C[O:12][C:13]([C:15]1[CH:19]=[C:18]([C:20]2[CH2:24][C:23]([C:29]3[CH:34]=[C:33]([Cl:35])[C:32]([Cl:36])=[C:31]([Cl:37])[CH:30]=3)([C:25]([F:28])([F:27])[F:26])[O:22][N:21]=2)[O:17][C:16]=1[CH3:38])=O. Product: [CH3:38][C:16]1[O:17][C:18]([C:20]2[CH2:24][C:23]([C:29]3[CH:34]=[C:33]([Cl:35])[C:32]([Cl:36])=[C:31]([Cl:37])[CH:30]=3)([C:25]([F:27])([F:26])[F:28])[O:22][N:21]=2)=[CH:19][C:15]=1[CH2:13][OH:12]. The catalyst class is: 27. (3) Reactant: C([O:8][CH2:9][C:10]([N:12]1[CH2:17][CH2:16][CH:15]([C:18]2[CH:23]=[CH:22][C:21]([N:24]3[CH2:28][C@H:27]([CH2:29][NH:30][C:31](=[O:37])[O:32][C:33]([CH3:36])([CH3:35])[CH3:34])[O:26][C:25]3=[O:38])=[CH:20][C:19]=2[F:39])[CH2:14][CH2:13]1)=[O:11])C1C=CC=CC=1. Product: [F:39][C:19]1[CH:20]=[C:21]([N:24]2[CH2:28][C@H:27]([CH2:29][NH:30][C:31](=[O:37])[O:32][C:33]([CH3:34])([CH3:35])[CH3:36])[O:26][C:25]2=[O:38])[CH:22]=[CH:23][C:18]=1[CH:15]1[CH2:16][CH2:17][N:12]([C:10](=[O:11])[CH2:9][OH:8])[CH2:13][CH2:14]1. The catalyst class is: 43. (4) Product: [Cl:26][C:14]1[CH:15]=[CH:16][C:17]([C:19]2[CH:24]=[CH:23][CH:22]=[C:21]([NH:25][C:34](=[O:39])[C:35]([CH3:38])([CH3:37])[CH3:36])[N:20]=2)=[CH:18][C:13]=1[C:12]([NH:11][C:9]1[N:8]([C:28]2[CH:33]=[CH:32][CH:31]=[CH:30][CH:29]=2)[N:7]=[C:6]([C:4]([O:3][CH2:1][CH3:2])=[O:5])[CH:10]=1)=[O:27]. The catalyst class is: 17. Reactant: [CH2:1]([O:3][C:4]([C:6]1[CH:10]=[C:9]([NH:11][C:12](=[O:27])[C:13]2[CH:18]=[C:17]([C:19]3[CH:24]=[CH:23][CH:22]=[C:21]([NH2:25])[N:20]=3)[CH:16]=[CH:15][C:14]=2[Cl:26])[N:8]([C:28]2[CH:33]=[CH:32][CH:31]=[CH:30][CH:29]=2)[N:7]=1)=[O:5])[CH3:2].[C:34](Cl)(=[O:39])[C:35]([CH3:38])([CH3:37])[CH3:36]. (5) Reactant: [CH:1]1([CH2:4][O:5][C:6]2[N:11]=[C:10]([C:12]([N:14]3[CH2:18][CH2:17][CH2:16][CH:15]3[C:19](O)=[O:20])=[O:13])[CH:9]=[CH:8][C:7]=2[N:22]2[CH2:25][C:24]([F:27])([F:26])[CH2:23]2)[CH2:3][CH2:2]1.C(N1C=CN=C1)([N:30]1C=CN=C1)=O. Product: [CH:1]1([CH2:4][O:5][C:6]2[N:11]=[C:10]([C:12]([N:14]3[CH2:18][CH2:17][CH2:16][CH:15]3[C:19]([NH2:30])=[O:20])=[O:13])[CH:9]=[CH:8][C:7]=2[N:22]2[CH2:23][C:24]([F:27])([F:26])[CH2:25]2)[CH2:3][CH2:2]1. The catalyst class is: 3.